Dataset: Reaction yield outcomes from USPTO patents with 853,638 reactions. Task: Predict the reaction yield, written as a fraction of the theoretical maximum amount of product (1.0 means a 100% yield; for example, 0.34 means a 34% yield). (1) The reactants are [Br:1][C:2]1[CH:11]=[C:10]2[C:5]([CH2:6][CH2:7][CH2:8][C:9]2=[CH2:12])=[CH:4][CH:3]=1.II.C[OH:16]. The catalyst is [N+]([O-])([O-])=O.[Ag+]. The product is [Br:1][C:2]1[CH:3]=[CH:4][C:5]2[CH2:6][CH2:7][CH2:8][C:12](=[O:16])[CH2:9][C:10]=2[CH:11]=1. The yield is 0.520. (2) The reactants are Br[CH2:2][CH2:3][C:4]1[CH:9]=[CH:8][CH:7]=[CH:6][C:5]=1[N+:10]([O-:12])=[O:11].[NH2:13][CH:14]1[CH2:19][CH2:18][N:17]([CH2:20][C:21]2[CH:26]=[CH:25][CH:24]=[CH:23][CH:22]=2)[CH2:16][CH2:15]1. No catalyst specified. The product is [N+:10]([C:5]1[CH:6]=[CH:7][CH:8]=[CH:9][C:4]=1[CH2:3][CH2:2][NH:13][CH:14]1[CH2:19][CH2:18][N:17]([CH2:20][C:21]2[CH:26]=[CH:25][CH:24]=[CH:23][CH:22]=2)[CH2:16][CH2:15]1)([O-:12])=[O:11]. The yield is 0.810. (3) The reactants are C([NH:5][S:6]([C:9]1[S:10][C:11]([C:14]2[N:19]=[C:18]([CH:20]3[CH2:22][CH2:21]3)[CH:17]=[C:16]([NH:23][C:24]3[NH:28][N:27]=[C:26]([CH:29]4[CH2:31][CH2:30]4)[CH:25]=3)[N:15]=2)=[CH:12][CH:13]=1)(=[O:8])=[O:7])(C)(C)C. The catalyst is FC(F)(F)C(O)=O. The product is [CH:20]1([C:18]2[CH:17]=[C:16]([NH:23][C:24]3[NH:28][N:27]=[C:26]([CH:29]4[CH2:31][CH2:30]4)[CH:25]=3)[N:15]=[C:14]([C:11]3[S:10][C:9]([S:6]([NH2:5])(=[O:8])=[O:7])=[CH:13][CH:12]=3)[N:19]=2)[CH2:21][CH2:22]1. The yield is 0.520. (4) The reactants are [C:1]([O:5][C:6]([N:8]1[CH2:13][CH2:12][CH2:11][C@@H:10]([C:14](=[O:28])[C:15]2[CH:20]=[CH:19][CH:18]=[CH:17][C:16]=2[O:21][C:22]2[CH:27]=[CH:26][CH:25]=[CH:24][CH:23]=2)[CH2:9]1)=[O:7])([CH3:4])([CH3:3])[CH3:2].[CH3:29][O:30][CH2:31][CH2:32][CH2:33][CH2:34][Mg]Cl. The catalyst is C1COCC1. The product is [OH:28][C:14]([C@@H:10]1[CH2:11][CH2:12][CH2:13][N:8]([C:6]([O:5][C:1]([CH3:4])([CH3:2])[CH3:3])=[O:7])[CH2:9]1)([C:15]1[CH:20]=[CH:19][CH:18]=[CH:17][C:16]=1[O:21][C:22]1[CH:23]=[CH:24][CH:25]=[CH:26][CH:27]=1)[CH2:34][CH2:33][CH2:32][CH2:31][O:30][CH3:29]. The yield is 0.260. (5) The reactants are Cl[C:2]1[C:11]2[C:6](=[CH:7][C:8]([I:12])=[CH:9][CH:10]=2)[N:5]=[C:4]([CH3:13])[CH:3]=1.[NH:14]1[CH2:18][CH2:17][CH2:16][CH2:15]1.N1C=CC=CC=1. The catalyst is C(O)C.[I-].[K+]. The product is [I:12][C:8]1[CH:7]=[C:6]2[C:11]([C:2]([N:14]3[CH2:18][CH2:17][CH2:16][CH2:15]3)=[CH:3][C:4]([CH3:13])=[N:5]2)=[CH:10][CH:9]=1. The yield is 0.870. (6) The reactants are Cl[C:2]([N:4]1[CH2:9][CH2:8][N:7]([C:10]([O:12][CH2:13][C:14]2[CH:19]=[CH:18][CH:17]=[CH:16][CH:15]=2)=[O:11])[CH2:6][CH2:5]1)=[O:3].[Cl:20][C:21]1[CH:38]=[CH:37][C:24]([CH2:25][NH:26][CH2:27][CH2:28][NH:29][C:30](=[O:36])[O:31][C:32]([CH3:35])([CH3:34])[CH3:33])=[CH:23][CH:22]=1.CCN(C(C)C)C(C)C. The catalyst is ClCCl. The product is [C:32]([O:31][C:30]([NH:29][CH2:28][CH2:27][N:26]([CH2:25][C:24]1[CH:37]=[CH:38][C:21]([Cl:20])=[CH:22][CH:23]=1)[C:2]([N:4]1[CH2:9][CH2:8][N:7]([C:10]([O:12][CH2:13][C:14]2[CH:19]=[CH:18][CH:17]=[CH:16][CH:15]=2)=[O:11])[CH2:6][CH2:5]1)=[O:3])=[O:36])([CH3:35])([CH3:33])[CH3:34]. The yield is 0.380. (7) The reactants are Cl[C:2]1[CH:7]=[C:6]([CH2:8][O:9][C:10]2[C:19]3[C:14](=[CH:15][CH:16]=[CH:17][CH:18]=3)[C:13]([NH:20][C:21](=[O:27])[O:22][C:23]([CH3:26])([CH3:25])[CH3:24])=[CH:12][CH:11]=2)[CH:5]=[CH:4][N:3]=1.[CH2:28]([C:30]1[N:35]=[C:34]([NH2:36])[CH:33]=[N:32][CH:31]=1)[CH3:29].C(=O)([O-])[O-].[Cs+].[Cs+].C1C=CC(P(C2C(C3C(P(C4C=CC=CC=4)C4C=CC=CC=4)=CC=C4C=3C=CC=C4)=C3C(C=CC=C3)=CC=2)C2C=CC=CC=2)=CC=1. The catalyst is O1CCOCC1.CO.C(Cl)Cl.C1C=CC(/C=C/C(/C=C/C2C=CC=CC=2)=O)=CC=1.C1C=CC(/C=C/C(/C=C/C2C=CC=CC=2)=O)=CC=1.C1C=CC(/C=C/C(/C=C/C2C=CC=CC=2)=O)=CC=1.[Pd].[Pd].CC(C)=O.CO.CCO. The product is [CH2:28]([C:30]1[N:35]=[C:34]([NH:36][C:2]2[CH:7]=[C:6]([CH2:8][O:9][C:10]3[C:19]4[C:14](=[CH:15][CH:16]=[CH:17][CH:18]=4)[C:13]([NH:20][C:21](=[O:27])[O:22][C:23]([CH3:24])([CH3:26])[CH3:25])=[CH:12][CH:11]=3)[CH:5]=[CH:4][N:3]=2)[CH:33]=[N:32][CH:31]=1)[CH3:29]. The yield is 0.270. (8) The product is [F:28][C:20]1[CH:21]=[C:22]([N+:25]([O-:27])=[O:26])[CH:23]=[CH:24][C:19]=1[O:18][C:15]1[CH:14]=[CH:13][N:12]=[C:11]2[CH:10]=[C:9]([C:6]3[CH:5]=[CH:4][C:3]([CH2:2][N:29]4[CH2:33][CH2:32][CH2:31][CH2:30]4)=[CH:8][CH:7]=3)[S:17][C:16]=12. The catalyst is CC(O)C. The reactants are Cl[CH2:2][C:3]1[CH:8]=[CH:7][C:6]([C:9]2[S:17][C:16]3[C:11](=[N:12][CH:13]=[CH:14][C:15]=3[O:18][C:19]3[CH:24]=[CH:23][C:22]([N+:25]([O-:27])=[O:26])=[CH:21][C:20]=3[F:28])[CH:10]=2)=[CH:5][CH:4]=1.[NH:29]1[CH2:33][CH2:32][CH2:31][CH2:30]1. The yield is 0.450. (9) The reactants are C(OC([CH:6]1[CH2:11][CH:10]([CH3:12])[CH2:9][NH:8][C:7]1=[O:13])=O)C.[OH-].[K+].[CH2:16]([O:18][C:19](=[O:27])[C:20]1[CH:25]=[CH:24][C:23]([NH2:26])=[CH:22][CH:21]=1)[CH3:17].Cl.[N:29]([O-])=O.[Na+].C(=O)(O)[O-].[Na+]. The catalyst is O. The product is [CH2:16]([O:18][C:19](=[O:27])[C:20]1[CH:25]=[CH:24][C:23]([NH:26][N:29]=[C:6]2[CH2:11][CH:10]([CH3:12])[CH2:9][NH:8][C:7]2=[O:13])=[CH:22][CH:21]=1)[CH3:17]. The yield is 0.860.